This data is from Full USPTO retrosynthesis dataset with 1.9M reactions from patents (1976-2016). The task is: Predict the reactants needed to synthesize the given product. (1) Given the product [CH3:26][N:6]1[CH2:7][C@@H:1]2[C@H:5]1[CH2:4][N:3]([C:8]1[CH:20]=[CH:19][C:18]3[C:17]4[C:12](=[CH:13][CH:14]=[CH:15][CH:16]=4)[C:11](=[O:21])[C:10]=3[CH:9]=1)[CH2:2]2, predict the reactants needed to synthesize it. The reactants are: [C@@H:1]12[CH2:7][NH:6][C@@H:5]1[CH2:4][N:3]([C:8]1[CH:20]=[CH:19][C:18]3[C:17]4[C:12](=[CH:13][CH:14]=[CH:15][CH:16]=4)[C:11](=[O:21])[C:10]=3[CH:9]=1)[CH2:2]2.C=O.[BH-](OC(C)=O)(OC(C)=O)O[C:26](C)=O.[Na+]. (2) Given the product [CH2:2]([O:4][C:5]([C@@H:7]1[CH2:15][C:14]2[C:9](=[CH:10][CH:11]=[CH:12][CH:13]=2)[N:8]1[C:16](=[O:27])[CH2:17][NH:18][C:19](=[O:26])[C@@H:20]([NH:25][C:38]1[N:43]=[CH:42][CH:41]=[CH:40][N:39]=1)[C@@H:21]([CH3:24])[CH2:22][CH3:23])=[O:6])[CH3:3], predict the reactants needed to synthesize it. The reactants are: Cl.[CH2:2]([O:4][C:5]([C@@H:7]1[CH2:15][C:14]2[C:9](=[CH:10][CH:11]=[CH:12][CH:13]=2)[N:8]1[C:16](=[O:27])[CH2:17][NH:18][C:19](=[O:26])[C@@H:20]([NH2:25])[C@@H:21]([CH3:24])[CH2:22][CH3:23])=[O:6])[CH3:3].CCN(C(C)C)C(C)C.Cl[C:38]1[N:43]=[CH:42][CH:41]=[CH:40][N:39]=1. (3) Given the product [CH3:1][NH:2][C:3]([NH:21][NH:20][C:14]1[CH:13]=[C:12]([C:11]([F:23])([F:22])[F:10])[CH:17]=[C:16]([O:18][CH3:19])[N:15]=1)=[CH:4][N+:5]([O-:7])=[O:6], predict the reactants needed to synthesize it. The reactants are: [CH3:1][NH:2][C:3](SC)=[CH:4][N+:5]([O-:7])=[O:6].[F:10][C:11]([F:23])([F:22])[C:12]1[CH:17]=[C:16]([O:18][CH3:19])[N:15]=[C:14]([NH:20][NH2:21])[CH:13]=1. (4) Given the product [O:23]1[CH2:24][CH:21]([N:18]2[CH2:19][CH2:20][N:15]([C:12]3[N:11]=[CH:10][C:9]([NH:8][C:4]4[N:5]=[CH:6][N:7]=[C:2]([C:37]5[CH:38]=[CH:39][C:32]([O:31][CH:28]6[CH2:29][CH2:30][O:25][CH2:26][CH2:27]6)=[C:33]([CH:36]=5)[C:34]#[N:35])[N:3]=4)=[CH:14][CH:13]=3)[CH2:16][CH2:17]2)[CH2:22]1, predict the reactants needed to synthesize it. The reactants are: Cl[C:2]1[N:7]=[CH:6][N:5]=[C:4]([NH:8][C:9]2[CH:10]=[N:11][C:12]([N:15]3[CH2:20][CH2:19][N:18]([CH:21]4[CH2:24][O:23][CH2:22]4)[CH2:17][CH2:16]3)=[CH:13][CH:14]=2)[N:3]=1.[O:25]1[CH2:30][CH2:29][CH:28]([O:31][C:32]2[CH:39]=[CH:38][C:37](B3OC(C)(C)C(C)(C)O3)=[CH:36][C:33]=2[C:34]#[N:35])[CH2:27][CH2:26]1.C(=O)([O-])[O-].[Na+].[Na+]. (5) Given the product [O:1]=[C:2]([C:23]1[CH:24]=[CH:25][CH:26]=[CH:27][CH:28]=1)[CH2:3][N:4]1[C:9]2([CH2:11][CH2:10]2)[CH2:8][CH2:7][N:6]2[C:12](=[O:22])[CH:13]=[C:14]([C:16]3[CH:21]=[CH:20][N:19]=[CH:18][CH:17]=3)[N:15]=[C:5]12, predict the reactants needed to synthesize it. The reactants are: [OH:1][C@@H:2]([C:23]1[CH:28]=[CH:27][CH:26]=[CH:25][CH:24]=1)[CH2:3][N:4]1[C:9]2([CH2:11][CH2:10]2)[CH2:8][CH2:7][N:6]2[C:12](=[O:22])[CH:13]=[C:14]([C:16]3[CH:21]=[CH:20][N:19]=[CH:18][CH:17]=3)[N:15]=[C:5]12.C[N+]1([O-])CCOCC1. (6) Given the product [O:1]1[CH2:6][CH2:5][N:4]([CH2:7][CH2:8][N:9]2[CH:13]=[CH:12][N:11]=[C:10]2[CH:14]=[N:16][OH:17])[CH2:3][CH2:2]1, predict the reactants needed to synthesize it. The reactants are: [O:1]1[CH2:6][CH2:5][N:4]([CH2:7][CH2:8][N:9]2[CH:13]=[CH:12][N:11]=[C:10]2[CH:14]=O)[CH2:3][CH2:2]1.[NH2:16][OH:17].Cl.C([O-])([O-])=O.[Na+].[Na+]. (7) Given the product [CH3:12][O:11][C:8]1[N:9]=[CH:10][C:5]([NH:4][C:1](=[O:3])[CH3:2])=[C:6]([NH:13][C:14]2[CH:15]=[CH:16][C:17]([N:20]3[CH2:21][CH2:22][NH:23][CH2:24][CH2:25]3)=[CH:18][CH:19]=2)[CH:7]=1, predict the reactants needed to synthesize it. The reactants are: [C:1]([NH:4][C:5]1[C:6]([NH:13][C:14]2[CH:19]=[CH:18][C:17]([N:20]3[CH2:25][CH2:24][N:23](C(OC(C)(C)C)=O)[CH2:22][CH2:21]3)=[CH:16][CH:15]=2)=[CH:7][C:8]([O:11][CH3:12])=[N:9][CH:10]=1)(=[O:3])[CH3:2].Cl.C(O)(C)C.O.C(=O)([O-])O.[Na+].